This data is from NCI-60 drug combinations with 297,098 pairs across 59 cell lines. The task is: Regression. Given two drug SMILES strings and cell line genomic features, predict the synergy score measuring deviation from expected non-interaction effect. (1) Drug 1: CCC(=C(C1=CC=CC=C1)C2=CC=C(C=C2)OCCN(C)C)C3=CC=CC=C3.C(C(=O)O)C(CC(=O)O)(C(=O)O)O. Drug 2: CN(CCCl)CCCl.Cl. Cell line: UACC62. Synergy scores: CSS=15.9, Synergy_ZIP=-3.25, Synergy_Bliss=-1.16, Synergy_Loewe=-14.0, Synergy_HSA=-1.85. (2) Drug 1: C1CCC(C(C1)N)N.C(=O)(C(=O)[O-])[O-].[Pt+4]. Drug 2: CC1CCCC2(C(O2)CC(NC(=O)CC(C(C(=O)C(C1O)C)(C)C)O)C(=CC3=CSC(=N3)C)C)C. Cell line: PC-3. Synergy scores: CSS=55.3, Synergy_ZIP=1.59, Synergy_Bliss=0.0608, Synergy_Loewe=-0.0556, Synergy_HSA=2.56. (3) Drug 1: C1=NC2=C(N=C(N=C2N1C3C(C(C(O3)CO)O)F)Cl)N. Drug 2: CC1CCC2CC(C(=CC=CC=CC(CC(C(=O)C(C(C(=CC(C(=O)CC(OC(=O)C3CCCCN3C(=O)C(=O)C1(O2)O)C(C)CC4CCC(C(C4)OC)O)C)C)O)OC)C)C)C)OC. Cell line: SF-539. Synergy scores: CSS=-1.58, Synergy_ZIP=0.827, Synergy_Bliss=0.439, Synergy_Loewe=-1.35, Synergy_HSA=-1.72. (4) Drug 1: C1=CN(C(=O)N=C1N)C2C(C(C(O2)CO)O)O.Cl. Cell line: UACC-257. Drug 2: C1CCC(C(C1)N)N.C(=O)(C(=O)[O-])[O-].[Pt+4]. Synergy scores: CSS=10.4, Synergy_ZIP=-3.52, Synergy_Bliss=1.74, Synergy_Loewe=0.757, Synergy_HSA=1.55. (5) Drug 1: CC(C1=C(C=CC(=C1Cl)F)Cl)OC2=C(N=CC(=C2)C3=CN(N=C3)C4CCNCC4)N. Drug 2: CC1=C(N=C(N=C1N)C(CC(=O)N)NCC(C(=O)N)N)C(=O)NC(C(C2=CN=CN2)OC3C(C(C(C(O3)CO)O)O)OC4C(C(C(C(O4)CO)O)OC(=O)N)O)C(=O)NC(C)C(C(C)C(=O)NC(C(C)O)C(=O)NCCC5=NC(=CS5)C6=NC(=CS6)C(=O)NCCC[S+](C)C)O. Cell line: SK-OV-3. Synergy scores: CSS=1.88, Synergy_ZIP=-0.699, Synergy_Bliss=2.49, Synergy_Loewe=1.40, Synergy_HSA=2.04. (6) Drug 1: C1CN1P(=S)(N2CC2)N3CC3. Drug 2: CC1=C(C(=CC=C1)Cl)NC(=O)C2=CN=C(S2)NC3=CC(=NC(=N3)C)N4CCN(CC4)CCO. Cell line: HT29. Synergy scores: CSS=14.7, Synergy_ZIP=-2.97, Synergy_Bliss=4.91, Synergy_Loewe=-1.60, Synergy_HSA=0.351. (7) Drug 1: CNC(=O)C1=CC=CC=C1SC2=CC3=C(C=C2)C(=NN3)C=CC4=CC=CC=N4. Drug 2: C1CCC(CC1)NC(=O)N(CCCl)N=O. Cell line: HS 578T. Synergy scores: CSS=26.1, Synergy_ZIP=18.7, Synergy_Bliss=22.4, Synergy_Loewe=17.4, Synergy_HSA=20.1. (8) Cell line: MCF7. Drug 2: CS(=O)(=O)CCNCC1=CC=C(O1)C2=CC3=C(C=C2)N=CN=C3NC4=CC(=C(C=C4)OCC5=CC(=CC=C5)F)Cl. Synergy scores: CSS=34.9, Synergy_ZIP=2.22, Synergy_Bliss=6.39, Synergy_Loewe=-12.8, Synergy_HSA=5.49. Drug 1: CCC1=CC2CC(C3=C(CN(C2)C1)C4=CC=CC=C4N3)(C5=C(C=C6C(=C5)C78CCN9C7C(C=CC9)(C(C(C8N6C)(C(=O)OC)O)OC(=O)C)CC)OC)C(=O)OC.C(C(C(=O)O)O)(C(=O)O)O.